The task is: Predict the product of the given reaction.. This data is from Forward reaction prediction with 1.9M reactions from USPTO patents (1976-2016). (1) Given the reactants [CH2:1]([NH2:4])[C:2]#[CH:3].[F:5][C:6]1[C:7]([NH:20][C:21]2[CH:26]=[CH:25][C:24](I)=[CH:23][C:22]=2[F:28])=[C:8]([CH:16]=[CH:17][C:18]=1[F:19])[C:9]([NH:11][O:12][CH2:13][CH2:14][OH:15])=[O:10], predict the reaction product. The product is: [NH2:4][CH2:1][C:2]#[C:3][C:24]1[CH:25]=[CH:26][C:21]([NH:20][C:7]2[C:6]([F:5])=[C:18]([F:19])[CH:17]=[CH:16][C:8]=2[C:9]([NH:11][O:12][CH2:13][CH2:14][OH:15])=[O:10])=[C:22]([F:28])[CH:23]=1. (2) Given the reactants C1(C(C2C=CC=CC=2)[N:8]2[CH2:11][CH:10]([N:12]3[CH2:21][CH2:20][C:15]4([O:19][CH2:18][CH2:17][O:16]4)[CH2:14][CH2:13]3)[CH2:9]2)C=CC=CC=1.[Cl:28]C(OC(Cl)C)=O.CO, predict the reaction product. The product is: [ClH:28].[NH:8]1[CH2:11][CH:10]([N:12]2[CH2:13][CH2:14][C:15]3([O:19][CH2:18][CH2:17][O:16]3)[CH2:20][CH2:21]2)[CH2:9]1. (3) Given the reactants [O:1]=[C:2]1[N:7]([C:8]2[CH:13]=[CH:12][C:11]([NH:14][C:15]3[N:20]=[C:19]([C:21]4[CH:29]=[CH:28][C:24]([C:25](O)=[O:26])=[CH:23][CH:22]=4)[CH:18]=[CH:17][N:16]=3)=[CH:10][CH:9]=2)[CH2:6][CH2:5][O:4][CH2:3]1.CN(C(ON1N=NC2C=CC=CC1=2)=[N+](C)C)C.[B-](F)(F)(F)F.Cl.[NH2:53][CH2:54][C:55]([NH2:57])=[O:56].CCN(C(C)C)C(C)C, predict the reaction product. The product is: [NH2:57][C:55](=[O:56])[CH2:54][NH:53][C:25](=[O:26])[C:24]1[CH:28]=[CH:29][C:21]([C:19]2[CH:18]=[CH:17][N:16]=[C:15]([NH:14][C:11]3[CH:10]=[CH:9][C:8]([N:7]4[CH2:6][CH2:5][O:4][CH2:3][C:2]4=[O:1])=[CH:13][CH:12]=3)[N:20]=2)=[CH:22][CH:23]=1. (4) Given the reactants [CH3:1][O:2][C:3]1[CH:12]=[CH:11][C:10]2[C:5](=[CH:6][CH:7]=[CH:8][CH:9]=2)[C:4]=1[C:13]([OH:15])=[O:14].C(Cl)(=O)C(Cl)=O.[CH:22](O)([CH3:24])[CH3:23].N1C=CC=CC=1, predict the reaction product. The product is: [CH3:1][O:2][C:3]1[CH:12]=[CH:11][C:10]2[C:5](=[CH:6][CH:7]=[CH:8][CH:9]=2)[C:4]=1[C:13]([O:15][CH:22]([CH3:24])[CH3:23])=[O:14]. (5) Given the reactants C([O:5][C:6]([CH2:8][O:9][C:10]1[CH:40]=[CH:39][C:13]2[C:14]([NH:27][C:28]([C@H:30]3[CH2:35][CH2:34][C@H:33]([N:36]([CH3:38])[CH3:37])[CH2:32][CH2:31]3)=[O:29])=[C:15]([C:17]([NH:19][C:20]3[CH:25]=[CH:24][C:23]([Cl:26])=[CH:22][N:21]=3)=[O:18])[O:16][C:12]=2[CH:11]=1)=[O:7])(C)(C)C, predict the reaction product. The product is: [ClH:26].[C:6]([CH2:8][O:9][C:10]1[CH:40]=[CH:39][C:13]2[C:14]([NH:27][C:28]([C@H:30]3[CH2:35][CH2:34][C@H:33]([N:36]([CH3:37])[CH3:38])[CH2:32][CH2:31]3)=[O:29])=[C:15]([C:17]([NH:19][C:20]3[CH:25]=[CH:24][C:23]([Cl:26])=[CH:22][N:21]=3)=[O:18])[O:16][C:12]=2[CH:11]=1)([OH:7])=[O:5]. (6) Given the reactants [Cl:1][C:2]1[CH:3]=[C:4]([N:9]2[C:13](=[O:14])[O:12][N:11]=[C:10]2[C:15]2[C:19]([CH2:20][O:21][Si](C(C)C)(C(C)C)C(C)C)=[N:18][O:17][N:16]=2)[CH:5]=[CH:6][C:7]=1[F:8].Cl, predict the reaction product. The product is: [Cl:1][C:2]1[CH:3]=[C:4]([N:9]2[C:13](=[O:14])[O:12][N:11]=[C:10]2[C:15]2[C:19]([CH2:20][OH:21])=[N:18][O:17][N:16]=2)[CH:5]=[CH:6][C:7]=1[F:8].